The task is: Predict the reactants needed to synthesize the given product.. This data is from Full USPTO retrosynthesis dataset with 1.9M reactions from patents (1976-2016). (1) Given the product [Br:1][C:2]1[CH:7]=[CH:6][CH:5]=[CH:4][C:3]=1[O:8][CH2:10][CH3:11], predict the reactants needed to synthesize it. The reactants are: [Br:1][C:2]1[CH:7]=[CH:6][CH:5]=[CH:4][C:3]=1[OH:8].I[CH2:10][CH3:11].C(=O)([O-])[O-].[K+].[K+]. (2) Given the product [CH3:12][C:13]1[CH:18]=[C:17]([CH3:19])[N:16]=[C:15](/[CH:20]=[CH:21]/[C:22]2[C:30]3[C:25](=[CH:26][C:27]([NH:31][C:32]4[CH:40]=[CH:39][CH:38]=[CH:37][C:33]=4[C:34]([NH:41][CH2:42][C:43]#[C:44][CH2:45][O:46][C:47](=[O:49])[CH3:48])=[O:36])=[CH:28][CH:29]=3)[NH:24][N:23]=2)[CH:14]=1, predict the reactants needed to synthesize it. The reactants are: C1(C)C=CC(S(O)(=O)=O)=CC=1.[CH3:12][C:13]1[CH:18]=[C:17]([CH3:19])[N:16]=[C:15]([CH:20]=[CH:21][C:22]2[C:30]3[C:25](=[CH:26][C:27]([NH:31][C:32]4[CH:40]=[CH:39][CH:38]=[CH:37][C:33]=4[C:34]([OH:36])=O)=[CH:28][CH:29]=3)[NH:24][N:23]=2)[CH:14]=1.[NH2:41][CH2:42][C:43]#[C:44][CH2:45][O:46][C:47](=[O:49])[CH3:48]. (3) The reactants are: C(OC(=O)[NH:7][C:8]1[CH:13]=[CH:12][N:11]=[C:10]([C:14]([F:17])([F:16])[CH3:15])[CH:9]=1)(C)(C)C.C(O)(C(F)(F)F)=O. Given the product [F:16][C:14]([C:10]1[CH:9]=[C:8]([NH2:7])[CH:13]=[CH:12][N:11]=1)([F:17])[CH3:15], predict the reactants needed to synthesize it. (4) Given the product [NH2:18][C:17](=[O:31])[CH:16]([NH:15][C:13](=[O:14])[CH2:12][C:11]([O:10][Si:3]([C:6]([CH3:7])([CH3:9])[CH3:8])([CH3:4])[CH3:5])([CH3:29])[CH3:28])[C:19]1[CH:24]=[C:23]([Cl:25])[CH:22]=[CH:21][C:20]=1[O:26][CH3:27], predict the reactants needed to synthesize it. The reactants are: OO.[Si:3]([O:10][C:11]([CH3:29])([CH3:28])[CH2:12][C:13]([NH:15][CH:16]([C:19]1[CH:24]=[C:23]([Cl:25])[CH:22]=[CH:21][C:20]=1[O:26][CH3:27])[C:17]#[N:18])=[O:14])([C:6]([CH3:9])([CH3:8])[CH3:7])([CH3:5])[CH3:4].C(=O)([O-])[O-:31].[K+].[K+].C(OCC)(=O)C. (5) Given the product [C:24]([C:21]1([C:27]([O:29][CH2:30][CH3:31])=[O:28])[CH2:22][CH2:23][N:18]([C:16]([O:15][C:11]([CH3:14])([CH3:13])[CH3:12])=[O:17])[CH2:19][CH2:20]1)(=[O:25])[NH2:3], predict the reactants needed to synthesize it. The reactants are: CC[N:3](C(C)C)C(C)C.N.[C:11]([O:15][C:16]([N:18]1[CH2:23][CH2:22][C:21]([C:27]([O:29][CH2:30][CH3:31])=[O:28])([C:24](O)=[O:25])[CH2:20][CH2:19]1)=[O:17])([CH3:14])([CH3:13])[CH3:12].F[P-](F)(F)(F)(F)F.N1(O[P+](N(C)C)(N(C)C)N(C)C)C2C=CC=CC=2N=N1. (6) Given the product [F:27][C:28]([F:47])([F:46])[S:29]([O:1][C:2]1[CH2:3][C@@H:4]2[CH2:8][N:7]([C:9]([O:11][C:12]([CH3:13])([CH3:15])[CH3:14])=[O:10])[CH2:6][C@@H:5]2[CH:16]=1)(=[O:31])=[O:30], predict the reactants needed to synthesize it. The reactants are: [O:1]=[C:2]1[CH2:16][C@@H:5]2[CH2:6][N:7]([C:9]([O:11][C:12]([CH3:15])([CH3:14])[CH3:13])=[O:10])[CH2:8][C@@H:4]2[CH2:3]1.C[Si]([N-][Si](C)(C)C)(C)C.[Li+].[F:27][C:28]([F:47])([F:46])[S:29](N(C1C=CC=CC=1)[S:29]([C:28]([F:47])([F:46])[F:27])(=[O:31])=[O:30])(=[O:31])=[O:30]. (7) The reactants are: [NH:1]1[CH:5]=[CH:4][N:3]=[CH:2]1.N1C=CC=CC=1.[CH2:12]1[O:20][CH:13]1[C:14]1[CH:19]=[CH:18][CH:17]=[CH:16][CH:15]=1. Given the product [NH:1]1[CH:5]=[CH:4][N:3]=[C:2]1[CH2:12][CH:13]([C:14]1[CH:19]=[CH:18][CH:17]=[CH:16][CH:15]=1)[OH:20], predict the reactants needed to synthesize it.